From a dataset of Full USPTO retrosynthesis dataset with 1.9M reactions from patents (1976-2016). Predict the reactants needed to synthesize the given product. (1) The reactants are: [NH2:1][C:2]1[CH:3]=[C:4]([C:8]#[C:9][C:10]2[C:11]([NH2:17])=[N:12][CH:13]=[N:14][C:15]=2[NH2:16])[CH:5]=[CH:6][CH:7]=1.[F:18][C:19]([F:31])([F:30])[C:20]1[CH:21]=[C:22]([CH2:26][C:27](O)=[O:28])[CH:23]=[CH:24][CH:25]=1. Given the product [NH2:16][C:15]1[C:10]([C:9]#[C:8][C:4]2[CH:3]=[C:2]([NH:1][C:27](=[O:28])[CH2:26][C:22]3[CH:23]=[CH:24][CH:25]=[C:20]([C:19]([F:30])([F:18])[F:31])[CH:21]=3)[CH:7]=[CH:6][CH:5]=2)=[C:11]([NH2:17])[N:12]=[CH:13][N:14]=1, predict the reactants needed to synthesize it. (2) Given the product [Br:1][C:2]1[CH:3]=[C:4]2[C:9](=[CH:10][CH:11]=1)[N:8]=[CH:7][CH:6]=[C:5]2[NH:27][C:23]1[CH:24]=[CH:25][CH:26]=[C:21]([O:20][Si:13]([C:16]([CH3:19])([CH3:18])[CH3:17])([CH3:14])[CH3:15])[CH:22]=1, predict the reactants needed to synthesize it. The reactants are: [Br:1][C:2]1[CH:3]=[C:4]2[C:9](=[CH:10][CH:11]=1)[N:8]=[CH:7][CH:6]=[C:5]2Cl.[Si:13]([O:20][C:21]1[CH:22]=[C:23]([NH2:27])[CH:24]=[CH:25][CH:26]=1)([C:16]([CH3:19])([CH3:18])[CH3:17])([CH3:15])[CH3:14]. (3) Given the product [CH2:17]([O:19][C:20]1[CH:21]=[C:22]([CH:25]=[CH:26][C:27]=1[O:28][CH3:29])[CH2:23][N:13]1[CH2:12][CH2:11][CH:10]([NH:9][C:7](=[O:8])[C:6]2[CH:16]=[C:2]([CH3:1])[CH:3]=[N:4][CH:5]=2)[CH2:15][CH2:14]1)[CH3:18], predict the reactants needed to synthesize it. The reactants are: [CH3:1][C:2]1[CH:3]=[N:4][CH:5]=[C:6]([CH:16]=1)[C:7]([NH:9][CH:10]1[CH2:15][CH2:14][NH:13][CH2:12][CH2:11]1)=[O:8].[CH2:17]([O:19][C:20]1[CH:21]=[C:22]([CH:25]=[CH:26][C:27]=1[O:28][CH2:29]C)[CH:23]=O)[CH3:18]. (4) Given the product [CH3:13][C:8]([CH3:14])([C:9](=[O:10])[CH2:2][C:1]#[N:3])[C:6]#[N:7], predict the reactants needed to synthesize it. The reactants are: [C:1](#[N:3])[CH3:2].[H-].[Na+].[C:6]([C:8]([CH3:14])([CH3:13])[C:9](OC)=[O:10])#[N:7].